Dataset: Human Reference Interactome with 51,813 positive PPI pairs across 8,248 proteins, plus equal number of experimentally-validated negative pairs. Task: Binary Classification. Given two protein amino acid sequences, predict whether they physically interact or not. (1) Protein 1 (ENSG00000100479) has sequence MAPERLRSRALSAFKLRGLLLRGEAIKYLTEALQSISELELEDKLEKIINAVEKQPLSSNMIERSVVEAAVQECSQSVDETIEHVFNIIGAFDIPRFVYNSERKKFLPLLMTNHPAPNLFGTPRDKAEMFRERYTILHQRTHRHELFTPPVIGSHPDESGSKFQLKTIETLLGSTTKIGDAIVLGMITQLKEGKFFLEDPTGTVQLDLSKAQFHSGLYTEACFVLAEGWFEDQVFHVNAFGFPPTEPSSTTRAYYGNINFFGGPSNTSVKTSAKLKQLEEENKDAMFVFLSDVWLDQVEV.... Protein 2 (ENSG00000101189) has sequence MGEAEVGGGGAAGDKGPGEAATSPAEETVVWSPEVEVCLFHAMLGHKPVGVNRHFHMICIRDKFSQNIGRQVPSKVIWDHLSTMYDMQALHESEILPFPNPERNFVLPEEIIQEVREGKVMIEEEMKEEMKEDVDPHNGADDVFSSSGSLGKASEKSSKDKEKNSSDLGCKEGADKRKRSRVTDKVLTANSNPSSPSAAKRRRT*. Result: 0 (the proteins do not interact). (2) Protein 2 (ENSG00000004059) has sequence MGLTVSALFSRIFGKKQMRILMVGLDAAGKTTILYKLKLGEIVTTIPTIGFNVETVEYKNICFTVWDVGGQDKIRPLWRHYFQNTQGLIFVVDSNDRERVQESADELQKMLQEDELRDAVLLVFANKQDMPNAMPVSELTDKLGLQHLRSRTWYVQATCATQGTGLYDGLDWLSHELSKR*MGLTVSALFSRIFGKKQMRILMVGLDAAGKTTILYKLKLGEIVTTIPTIGFNVETVEYKNICFTVWDVGGQDKIRPLWRHYFQNTQGLIFVVDSNDRERVQESADELQKMEDELRDAVL.... Result: 0 (the proteins do not interact). Protein 1 (ENSG00000129221) has sequence MDAALLLNVEGVKKTILHGGTGELPNFITGSRVIFHFRTMKCDEERTVIDDSRQVGQPMHIIIGNMFKLEVWEILLTSMRVHEVAEFWCDTIVDAPSDYQRETWNLSNHEKMKAVPVLHGEGNRLFKLGRYEEASSKYQEAIICLRNLQTKEKPWEVQWLKLEKMINTLILNYCQCLLKKEEYYEVLEHTSDILRHHPGIVKAYYVRARAHAEVWNEAEAKADLQKVLELEPSMQKAVRRELRLLENRMAEKQEEERLRCRNMLSQGATQPPAEPPTEPPAQSSTEPPAEPPTAPSAELS.... (3) Protein 1 (ENSG00000087903) has sequence MQNSEGGADSPASVALRPSAAAPPVPASPQRVLVQAASSNPKGAQMQPISLPRVQQVPQQVQPVQHVYPAQVQYVEGGDAVYTNGAIRTAYTYNPEPQMYAPSSTASYFEAPGGAQVTVAASSPPAVPSHSMVGITMDVGGSPIVSSAGAYLIHGGMDSTRHSLAHTSRSSPATLEMAIENLQKSEGITSHKSGLLNSHLQWLLDNYETAEGVSLPRSSLYNHYLRHCQEHKLDPVNAASFGKLIRSVFMGLRTRRLGTRGNSKYHYYGIRLKPDSPLNRLQEDTQYMAMRQQPMHQKPR.... Protein 2 (ENSG00000164684) has sequence MTFTFQSEDLKRDCGKKMSHQHVFSLAMEEDVKTADTKKASRILDHEKENTRSICLLEQKRKVVSSNIDVPPARKSSEELDMDKVTAAMVLTSLSTSPLVRSPPVRPNESLSGSWKEGGCVPSSTSSSGYWSWSAPSDQSNPSTPSPPLSADSFKPFRSPAQPDDGIDEAEASNLLFDEPIPRKRKNSMKVMFKCLWKNCGKVLSTAAGIQKHIRTIHLGRVGDSDYSDGEEDFYYTEIKLNTDSVADGLSSLAPVSPSQSLASPPTFPIPDSSRTETPCAKTETKLMTPLSRSAPTTLY.... Result: 0 (the proteins do not interact). (4) Protein 1 (ENSG00000178934) has sequence MSNVPHKSSLPEGIRPGTVLRIRGLVPPNASRFHVNLLCGEEQGSDAALHFNPRLDTSEVVFNSKEQGSWGREERGPGVPFQRGQPFEVLIIASDDGFKAVVGDAQYHHFRHRLPLARVRLVEVGGDVQLDSVRIF*. Protein 2 (ENSG00000142676) has sequence MADQGEKENPMRELRIRKLCLNICVGESGDRLTRAAKVLEQLTGQTPVFSKARYTVRSFGIRRNEKIAVHCTVRGAKAEEILEKGLKVREYELRKNNFSDTGNFGFGIQEHIDLGIKYDPSIGIYGLDFYVVLGRPGFSIADKKRRTGCIGAKHRISKEEAMRWFQQKYDGIILPGK*MRELRIRKLCLNICVGESGDRLTRAAKVLEQLTGQTPVFSKARYTVRSFGIRRNEKIAVHCTVRGAKAEEILEKGLKVREYELRKNNFSDTGNFGFGIQEHIDLGIKYDPSIGIYGLDFYVV.... Result: 0 (the proteins do not interact). (5) Protein 2 (ENSG00000176435) has sequence MRPAFALCLLWQALWPGPGGGEHPTADRAGCSASGACYSLHHATMKRQAAEEACILRGGALSTVRAGAELRAVLALLRAGPGPGGGSKDLLFWVALERRRSHCTLENEPLRGFSWLSSDPGGLESDTLQWVEEPQRSCTARRCAVLQATGGVEPAGWKEMRCHLRANGYLCKYQFEVLCPAPRPGAASNLSYRAPFQLHSAALDFSPPGTEVSALCRGQLPISVTCIADEIGARWDKLSGDVLCPCPGRYLRAGKCAELPNCLDDLGGFACECATGFELGKDGRSCVTSGEGQPTLGGTG.... Result: 0 (the proteins do not interact). Protein 1 (ENSG00000158008) has sequence MQSWRRRKSLWLALSASWLLLVLLGGFSLLRLALPPRPRPGASQGWPRWLDAELLQSFSQPGELPEDAVSPPQAPHGGSCNWESCFDTSKCRGDGLKVFVYPAVGTISETHRRILASIEGSRFYTFSPAGACLLLLLSLDAQTGECSSMPLQWNRGRNHLVLRLHPAPCPRTFQLGQAMVAEASPTVDSFRPGFDVALPFLPEAHPLRGGAPGQLRQHSPQPGVALLALEEERGGWRTADTGSSACPWDGRCEQDPGPGQTQRQETLPNATFCLISGHRPEAASRFLQALQAGCIPVLLS.... (6) Protein 1 (ENSG00000106327) has sequence MERLWGLFQRAQQLSPRSSQTVYQRVEGPRKGHLEEEEEDGEEGAETLAHFCPMELRGPEPLGSRPRQPNLIPWAAAGRRAAPYLVLTALLIFTGAFLLGYVAFRGSCQACGDSVLVVSEDVNYEPDLDFHQGRLYWSDLQAMFLQFLGEGRLEDTIRQTSLRERVAGSAGMAALTQDIRAALSRQKLDHVWTDTHYVGLQFPDPAHPNTLHWVDEAGKVGEQLPLEDPDVYCPYSAIGNVTGELVYAHYGRPEDLQDLRARGVDPVGRLLLVRVGVISFAQKVTNAQDFGAQGVLIYPE.... Protein 2 (ENSG00000167272) has sequence MVRFKHRYLLCELVSDDPRCRLSLDDRVLSSLVRDTIARVHGTFGAAACSIGFAVRYLNAYTGIVLLRCRKEFYQLVWSALPFITYLENKGHRYPCFFNTLHVGGTIRTCQKFLIQYNRRQLLILLQNCTDEGEREAIQKSVTRSCLLEEEEESGEEAAEAME*MVRFKHRYLLCELVSDDPRCRLSLDDRVLSSLVRDTIARVHGTFGAAACSIGFAGTIRTCQKFLIQYNRRQLLILLQNCTDEGEREAIQKSVTRSCLLEEEEESGEEAAEAME*. Result: 0 (the proteins do not interact).